Dataset: Buchwald-Hartwig C-N cross coupling reaction yields with 55,370 reactions. Task: Predict the reaction yield, written as a fraction of the theoretical maximum amount of product (1.0 means a 100% yield; for example, 0.34 means a 34% yield). The reactants are COc1ccc(Br)cc1.Cc1ccc(N)cc1.O=S(=O)(O[Pd]1c2ccccc2-c2ccccc2N~1)C(F)(F)F.CC(C)c1cc(C(C)C)c(-c2ccccc2P(C(C)(C)C)C(C)(C)C)c(C(C)C)c1.CN1CCCN2CCCN=C12.Cc1cc(-n2cccc2)no1. No catalyst specified. The product is COc1ccc(Nc2ccc(C)cc2)cc1. The yield is 0.497.